Dataset: Forward reaction prediction with 1.9M reactions from USPTO patents (1976-2016). Task: Predict the product of the given reaction. (1) Given the reactants [OH-].[Na+].C[O:4][C:5](=[O:35])[CH2:6][C:7]1[CH:8]=[C:9]2[C:13](=[CH:14][CH:15]=1)[N:12]([C:16]1[C:25]3[CH2:24][CH2:23][CH2:22][CH2:21][C:20]=3[N:19]=[C:18]([C:26]3[CH:31]=[CH:30][C:29]([O:32][CH3:33])=[C:28]([Cl:34])[CH:27]=3)[N:17]=1)[CH2:11][CH2:10]2.O1CCOCC1.Cl, predict the reaction product. The product is: [Cl:34][C:28]1[CH:27]=[C:26]([C:18]2[N:17]=[C:16]([N:12]3[C:13]4[C:9](=[CH:8][C:7]([CH2:6][C:5]([OH:35])=[O:4])=[CH:15][CH:14]=4)[CH2:10][CH2:11]3)[C:25]3[CH2:24][CH2:23][CH2:22][CH2:21][C:20]=3[N:19]=2)[CH:31]=[CH:30][C:29]=1[O:32][CH3:33]. (2) Given the reactants [F:1][CH:2]([F:42])[C:3]1[N:7]([C:8]2[CH:13]=[C:12]([N:14]3[CH2:19][CH2:18][O:17][CH2:16][CH2:15]3)[N:11]=[C:10]([NH:20][CH2:21][C@H:22]3[CH2:27][CH2:26][C@H:25]([N:28]4[CH2:33][CH2:32][CH2:31][CH:30](CC([O-])=O)[CH2:29]4)[CH2:24][CH2:23]3)[N:9]=2)[C:6]2[CH:38]=[CH:39][CH:40]=[CH:41][C:5]=2[N:4]=1.C(=O)([O-])[O-:44].[K+].[K+].O, predict the reaction product. The product is: [F:42][CH:2]([F:1])[C:3]1[N:7]([C:8]2[CH:13]=[C:12]([N:14]3[CH2:15][CH2:16][O:17][CH2:18][CH2:19]3)[N:11]=[C:10]([NH:20][CH2:21][C@H:22]3[CH2:23][CH2:24][C@H:25]([N:28]4[CH2:33][CH2:32][CH2:31][CH:30]([OH:44])[CH2:29]4)[CH2:26][CH2:27]3)[N:9]=2)[C:6]2[CH:38]=[CH:39][CH:40]=[CH:41][C:5]=2[N:4]=1. (3) The product is: [C:8]([C:7]1[C@H:6]([C:10]2[CH:11]=[C:12]3[C:16](=[CH:17][CH:18]=2)[NH:15][N:14]=[C:13]3[CH3:19])[C:5]([C:20]#[N:21])=[C:4]([C:22]([F:23])([F:25])[F:24])[N-:3][C:2]=1[CH3:1])#[N:9].[OH:30][CH2:31][CH2:32][N+:33]([CH3:36])([CH3:35])[CH3:34]. Given the reactants [CH3:1][C:2]1[NH:3][C:4]([C:22]([F:25])([F:24])[F:23])=[C:5]([C:20]#[N:21])[C@@H:6]([C:10]2[CH:11]=[C:12]3[C:16](=[CH:17][CH:18]=2)[NH:15][N:14]=[C:13]3[CH3:19])[C:7]=1[C:8]#[N:9].C(=O)([O-])O.[OH:30][CH2:31][CH2:32][N+:33]([CH3:36])([CH3:35])[CH3:34], predict the reaction product. (4) Given the reactants [C:1]([CH2:3][C:4]([OH:6])=O)#[N:2].[CH2:7](Cl)[CH2:8]Cl.[CH:11]1[CH:12]=[CH:13][C:14]2[N:19](O)[N:18]=[N:17][C:15]=2[CH:16]=1.[C:21]([CH2:23][C:24](OC1C(F)=C(F)C(F)=C(F)C=1F)=O)#[N:22].C[N:39]([CH:41]=O)[CH3:40], predict the reaction product. The product is: [C:1]([CH2:3][C:4]([NH:19][C@@H:14]1[CH2:8][CH2:7][C@H:12]([C:11]2[C:16]3=[C:24]4[CH:23]=[CH:21][NH:22][C:40]4=[N:39][CH:41]=[C:15]3[NH:17][N:18]=2)[CH2:13]1)=[O:6])#[N:2]. (5) Given the reactants [Br:1][C:2]1[CH:7]=[CH:6][C:5]([C:8]2[O:12][N:11]=[C:10]([CH3:13])[C:9]=2[CH:14]=O)=[CH:4][CH:3]=1.[CH:16]1([CH2:22][NH2:23])[CH2:21][CH2:20][CH2:19][CH2:18][CH2:17]1, predict the reaction product. The product is: [Br:1][C:2]1[CH:7]=[CH:6][C:5]([C:8]2[O:12][N:11]=[C:10]([CH3:13])[C:9]=2[CH2:14][NH:23][CH2:22][CH:16]2[CH2:21][CH2:20][CH2:19][CH2:18][CH2:17]2)=[CH:4][CH:3]=1.